This data is from Forward reaction prediction with 1.9M reactions from USPTO patents (1976-2016). The task is: Predict the product of the given reaction. Given the reactants [NH2:1][C:2]1[N:6]([CH:7]2[CH2:12][CH2:11][CH2:10][N:9]([C:13]#[N:14])[CH2:8]2)[N:5]=[C:4]([C:15]2[CH:20]=[CH:19][C:18]([O:21][C:22]3[CH:27]=[CH:26][C:25](Cl)=[CH:24][CH:23]=3)=[CH:17][CH:16]=2)[C:3]=1[C:29]([NH2:31])=[O:30].[CH2:32](C1C=CC(B(O)O)=CC=1)[CH3:33], predict the reaction product. The product is: [NH2:1][C:2]1[N:6]([CH:7]2[CH2:12][CH2:11][CH2:10][N:9]([C:13]#[N:14])[CH2:8]2)[N:5]=[C:4]([C:15]2[CH:20]=[CH:19][C:18]([O:21][C:22]3[CH:27]=[CH:26][C:25]([CH2:32][CH3:33])=[CH:24][CH:23]=3)=[CH:17][CH:16]=2)[C:3]=1[C:29]([NH2:31])=[O:30].